From a dataset of Peptide-MHC class II binding affinity with 134,281 pairs from IEDB. Regression. Given a peptide amino acid sequence and an MHC pseudo amino acid sequence, predict their binding affinity value. This is MHC class II binding data. (1) The peptide sequence is FLFQRAVAREAIIAL. The MHC is HLA-DQA10401-DQB10402 with pseudo-sequence HLA-DQA10401-DQB10402. The binding affinity (normalized) is 0.276. (2) The peptide sequence is PRGGPGRSYAADAGY. The MHC is HLA-DQA10301-DQB10302 with pseudo-sequence HLA-DQA10301-DQB10302. The binding affinity (normalized) is 0.125. (3) The peptide sequence is LLKEFTVSGNILTIRLTAA. The MHC is HLA-DQA10301-DQB10302 with pseudo-sequence HLA-DQA10301-DQB10302. The binding affinity (normalized) is 0.0577. (4) The peptide sequence is LGTFDTVQIIKLLPF. The MHC is DRB3_0101 with pseudo-sequence DRB3_0101. The binding affinity (normalized) is 0.206. (5) The binding affinity (normalized) is 0.502. The peptide sequence is PASWKNNRIWLQFAK. The MHC is DRB4_0101 with pseudo-sequence DRB4_0103.